From a dataset of Forward reaction prediction with 1.9M reactions from USPTO patents (1976-2016). Predict the product of the given reaction. (1) Given the reactants [BH4-].[Na+].[N:3]1[CH:8]=[CH:7][N:6]=[CH:5][C:4]=1[NH:9][C:10]([N:12]1[C@@H:18]2[CH2:19][N:15]([CH2:16][CH2:17]2)[C:14]2[CH:20]=[CH:21][C:22]([C:24]3[CH:29]=[CH:28][N:27]=[C:26]([C:30](OC)=[O:31])[CH:25]=3)=[N:23][C:13]1=2)=[O:11], predict the reaction product. The product is: [OH:31][CH2:30][C:26]1[CH:25]=[C:24]([C:22]2[CH:21]=[CH:20][C:14]3[N:15]4[CH2:19][C@H:18]([CH2:17][CH2:16]4)[N:12]([C:10]([NH:9][C:4]4[CH:5]=[N:6][CH:7]=[CH:8][N:3]=4)=[O:11])[C:13]=3[N:23]=2)[CH:29]=[CH:28][N:27]=1. (2) Given the reactants Br[C:2]1[CH:3]=[C:4]([C:8]2[C:9](Cl)=[C:10]3[C:14](=[CH:15][CH:16]=2)[N:13]([CH3:17])[C:12](=[O:18])[CH2:11]3)[CH:5]=[N:6][CH:7]=1.[N:20]1[CH:25]=[CH:24][CH:23]=[C:22](B(O)O)[CH:21]=1.COCCOC.C(=O)([O-])[O-].[Na+].[Na+], predict the reaction product. The product is: [N:6]1[CH:5]=[C:4]([C:8]2[CH:9]=[C:10]3[C:14](=[CH:15][CH:16]=2)[N:13]([CH3:17])[C:12](=[O:18])[CH2:11]3)[CH:3]=[C:2]([C:22]2[CH:21]=[N:20][CH:25]=[CH:24][CH:23]=2)[CH:7]=1.